Predict which catalyst facilitates the given reaction. From a dataset of Catalyst prediction with 721,799 reactions and 888 catalyst types from USPTO. (1) The catalyst class is: 6. Reactant: [CH:1]1N=CN2C[CH2:8][NH:7][CH2:6][C:5]=12.C(N([CH:16]([CH3:18])[CH3:17])C(C)C)C.[S:19]([C:23]1[CH:29]=[CH:28][C:26]([CH3:27])=[CH:25][CH:24]=1)([O-:22])(=[O:21])=[O:20].[CH3:30][CH2:31]OCC.CC(C)C(=[O:39])C. Product: [CH3:8][NH:7][C:6]([C@@H:5]([O:20][S:19]([C:23]1[CH:29]=[CH:28][C:26]([CH3:27])=[CH:25][CH:24]=1)(=[O:22])=[O:21])[C:1]1[CH:17]=[CH:16][CH:18]=[CH:31][CH:30]=1)=[O:39]. (2) The catalyst class is: 5. Product: [CH:9]1([CH:7]2[CH2:6][S:4][CH2:3][CH2:2][N:1]2[C:19]([O:18][C:15]([CH3:17])([CH3:16])[CH3:14])=[O:20])[CH2:11][CH2:10]1. Reactant: [NH2:1][CH2:2][CH2:3][SH:4].Br[CH2:6][C:7]([CH:9]1[CH2:11][CH2:10]1)=O.[BH4-].[Na+].[CH3:14][C:15]([O:18][C:19](O[C:19]([O:18][C:15]([CH3:17])([CH3:16])[CH3:14])=[O:20])=[O:20])([CH3:17])[CH3:16]. (3) Reactant: [CH3:1][C:2]1[C:6]([CH2:7][OH:8])=[CH:5][N:4]([C:9]2[CH:14]=[CH:13][C:12]([C:15]([F:18])([F:17])[F:16])=[CH:11][N:10]=2)[N:3]=1.[CH2:19]([O:21][C:22]1[CH:27]=[C:26](O)[CH:25]=[CH:24][C:23]=1[CH2:29][CH2:30][C:31]([O:33]CC)=[O:32])[CH3:20].C1(P(C2C=CC=CC=2)C2C=CC=CC=2)C=CC=CC=1.N(C(OCC)=O)=NC(OCC)=O. The catalyst class is: 359. Product: [CH2:19]([O:21][C:22]1[CH:27]=[C:26]([O:8][CH2:7][C:6]2[C:2]([CH3:1])=[N:3][N:4]([C:9]3[CH:14]=[CH:13][C:12]([C:15]([F:18])([F:16])[F:17])=[CH:11][N:10]=3)[CH:5]=2)[CH:25]=[CH:24][C:23]=1[CH2:29][CH2:30][C:31]([OH:33])=[O:32])[CH3:20]. (4) Reactant: C(OC([N:8]([CH:32]([CH3:34])[CH3:33])[C:9]1[S:10][C:11]([C:14]2[CH:15]=[C:16]([C:26]3[CH:31]=[CH:30][CH:29]=[CH:28][CH:27]=3)[C:17]3[N:18]([CH:20]=[C:21]([C:23]([OH:25])=[O:24])[N:22]=3)[CH:19]=2)=[CH:12][N:13]=1)=O)(C)(C)C. Product: [CH:32]([NH:8][C:9]1[S:10][C:11]([C:14]2[CH:15]=[C:16]([C:26]3[CH:31]=[CH:30][CH:29]=[CH:28][CH:27]=3)[C:17]3[N:18]([CH:20]=[C:21]([C:23]([OH:25])=[O:24])[N:22]=3)[CH:19]=2)=[CH:12][N:13]=1)([CH3:34])[CH3:33]. The catalyst class is: 67.